From a dataset of Catalyst prediction with 721,799 reactions and 888 catalyst types from USPTO. Predict which catalyst facilitates the given reaction. Reactant: [NH2:1][CH2:2][C:3]1[CH:4]=[CH:5][C:6]2[O:10][C:9]([C:11]([NH:13][CH:14]([C:19]3[CH:24]=[CH:23][CH:22]=[C:21]([C:25]([F:28])([F:27])[F:26])[CH:20]=3)[C:15]([F:18])([F:17])[F:16])=[O:12])=[CH:8][C:7]=2[CH:29]=1.N1C=CC=CC=1.[C:36](Cl)(=[O:38])[CH3:37]. Product: [C:36]([NH:1][CH2:2][C:3]1[CH:4]=[CH:5][C:6]2[O:10][C:9]([C:11]([NH:13][CH:14]([C:19]3[CH:24]=[CH:23][CH:22]=[C:21]([C:25]([F:28])([F:26])[F:27])[CH:20]=3)[C:15]([F:16])([F:17])[F:18])=[O:12])=[CH:8][C:7]=2[CH:29]=1)(=[O:38])[CH3:37]. The catalyst class is: 96.